Dataset: Catalyst prediction with 721,799 reactions and 888 catalyst types from USPTO. Task: Predict which catalyst facilitates the given reaction. (1) Reactant: [NH2:1][C:2]1[C:11]2[C:6](=[CH:7][C:8]([F:21])=[C:9]([O:12][C:13]3[C:18]([CH3:19])=[CH:17][CH:16]=[CH:15][C:14]=3[CH3:20])[CH:10]=2)[N:5]=[C:4]([N:22]2[CH:26]=[C:25]([C:27]([O:29]CC)=[O:28])[CH:24]=[N:23]2)[N:3]=1.[Li+].[OH-].Cl. Product: [NH2:1][C:2]1[C:11]2[C:6](=[CH:7][C:8]([F:21])=[C:9]([O:12][C:13]3[C:14]([CH3:20])=[CH:15][CH:16]=[CH:17][C:18]=3[CH3:19])[CH:10]=2)[N:5]=[C:4]([N:22]2[CH:26]=[C:25]([C:27]([OH:29])=[O:28])[CH:24]=[N:23]2)[N:3]=1. The catalyst class is: 1. (2) Reactant: [CH3:1][O:2][CH2:3][CH2:4][O:5][C:6]1[CH:7]=[C:8]2[C:20]([NH:21][C:22]3[CH:23]=[CH:24][CH:25]=[C:26]([C:28]#[CH:29])[CH:27]=3)=[N:19][CH:18]=[N:17][C:9]2=[CH:10][C:11]=1[O:12][CH2:13][CH2:14][O:15][CH3:16].N#N.C(Cl)[Cl:33]. Product: [C:28]([C:26]1[CH:27]=[C:22]([NH:21][C:20]2[C:8]3[C:9](=[CH:10][C:11]([O:12][CH2:13][CH2:14][O:15][CH3:16])=[C:6]([O:5][CH2:4][CH2:3][O:2][CH3:1])[C:7]=3[Cl:33])[N:17]=[CH:18][N:19]=2)[CH:23]=[CH:24][CH:25]=1)#[CH:29]. The catalyst class is: 10. (3) Reactant: [F:1][C:2]1[CH:23]=[CH:22][C:5]([NH:6][C:7]2[CH:19]=[C:18]([CH:20]=[CH2:21])[CH:17]=[CH:16][C:8]=2[C:9]([O:11][C:12]([CH3:15])([CH3:14])[CH3:13])=[O:10])=[CH:4][CH:3]=1.I[C:25]1[CH:26]=[C:27]([O:31][CH3:32])[CH:28]=[CH:29][CH:30]=1.C(=O)([O-])[O-].[Cs+].[Cs+]. Product: [F:1][C:2]1[CH:23]=[CH:22][C:5]([NH:6][C:7]2[CH:19]=[C:18](/[CH:20]=[CH:21]/[C:25]3[CH:30]=[CH:29][CH:28]=[C:27]([O:31][CH3:32])[CH:26]=3)[CH:17]=[CH:16][C:8]=2[C:9]([O:11][C:12]([CH3:15])([CH3:13])[CH3:14])=[O:10])=[CH:4][CH:3]=1. The catalyst class is: 596. (4) Reactant: CS(O[CH2:6][C:7]1[O:8][CH:9]=[C:10]([O:14][CH2:15][CH2:16][CH2:17][CH2:18][CH2:19][O:20][C:21]2[C:30]3[C:25](=[CH:26][CH:27]=[CH:28][CH:29]=3)[N:24]=[CH:23][N:22]=2)[C:11](=[O:13])[CH:12]=1)(=O)=O.[NH:31]1[CH2:35][CH2:34][CH2:33][CH2:32]1. Product: [N:24]1[C:25]2[C:30](=[CH:29][CH:28]=[CH:27][CH:26]=2)[C:21]([O:20][CH2:19][CH2:18][CH2:17][CH2:16][CH2:15][O:14][C:10]2[C:11](=[O:13])[CH:12]=[C:7]([CH2:6][N:31]3[CH2:35][CH2:34][CH2:33][CH2:32]3)[O:8][CH:9]=2)=[N:22][CH:23]=1. The catalyst class is: 4. (5) Reactant: [CH2:1]=[CH:2][C:3]1[CH:8]=[CH:7][CH:6]=[CH:5][CH:4]=1.CC1(C)O[C@H]2[C@@H]3OC(C)(C)O[C@]3(C(O)=O)O[C@H]2C[O:11]1.O.OO.NC(N)=O. Product: [C:3]1([CH:2]2[CH2:1][O:11]2)[CH:8]=[CH:7][CH:6]=[CH:5][CH:4]=1. The catalyst class is: 4. (6) Reactant: F[C:2]1[CH:8]=[CH:7][C:6]([N+:9]([O-:11])=[O:10])=[CH:5][C:3]=1[NH2:4].C(=O)([O-])[O-].[K+].[K+].[CH3:18][NH2:19].O. Product: [CH3:18][NH:19][C:2]1[C:3]([NH2:4])=[CH:5][C:6]([N+:9]([O-:11])=[O:10])=[CH:7][CH:8]=1. The catalyst class is: 60.